Dataset: Antibody paratope prediction from SAbDab with 1,023 antibody chains. Task: Token-level Classification. Given an antibody amino acid sequence, predict which amino acid positions are active in antigen binding. Output is a list of indices for active paratope positions. (1) The paratope positions are: [52, 83, 84, 85, 104, 105]. Given the antibody sequence: EVQLVESGGGLVQPGGSLRLSCAASGFNLYYYSIHWVRQAPGKGLEWVASISPYSSSTSYADSVKGRFTISADTSKNTAYLQMNSLRAEDTAVYYCARGRWYRRALDYWGQGTLVTVSS, which amino acid positions are active in antigen binding (paratope)? (2) Given the antibody sequence: VQLQESGPSLVKPSQTLSLTCSVTGDSITSDYWSWIRKFPGNRLEYMGYVSSFGSTFYNPSLKSRISITRDTSKNQYYLDLNSVTTEDTATYYCANWDGDYWGQGTLVTVS, which amino acid positions are active in antigen binding (paratope)? The paratope positions are: [51, 52, 81, 82, 83]. (3) Given the antibody sequence: DIVMTQSPDSLAVSLGERATINCESSQSLLNSGNQKNYLTWYQQKPGQPPKPLIYWASTRESGVPDRFSGSGSGTDFTLTISSLQAEDVAVYYCQNDYSYPYTFGQGTKLEIK, which amino acid positions are active in antigen binding (paratope)? The paratope positions are: [30, 31, 32, 33, 34, 35]. (4) The paratope positions are: [30, 31, 32, 33]. Given the antibody sequence: DIVLTQSPGSLAVSLGQRATISCRASESVDDDGNSFLHWYQQKPGQPPKLLIYRSSNLISGIPDRFSGSGSRTDFTLTINPVEADDVATYYCQQSNEDPLTFGAGTKLEIK, which amino acid positions are active in antigen binding (paratope)? (5) Given the antibody sequence: EVQLIQSGSAVKKPGASVRVSCKVSGYTLTEAAIHWVRQAPGKGLEWMGGLDPQDGETVYAQQFKGRVTMTEDRSTDTAYMEVNNLRSEDTATYYCTTGDFSEFEPFSMDYFHFWGQGTVVTVAS, which amino acid positions are active in antigen binding (paratope)? The paratope positions are: [52, 83, 84, 85, 104, 105, 106, 107, 108, 109, 110, 111].